This data is from Forward reaction prediction with 1.9M reactions from USPTO patents (1976-2016). The task is: Predict the product of the given reaction. (1) The product is: [N+:1]([C:4]1[CH:18]=[CH:17][C:7]([CH2:8][P:9](=[O:10])([OH:13])[OH:16])=[CH:6][CH:5]=1)([O-:3])=[O:2]. Given the reactants [N+:1]([C:4]1[CH:18]=[CH:17][C:7]([CH2:8][P:9](=[O:16])([O:13]CC)[O:10]CC)=[CH:6][CH:5]=1)([O-:3])=[O:2].Cl, predict the reaction product. (2) Given the reactants Cl[CH2:2][C:3]([NH:5][C:6]1[CH:15]=[CH:14][C:9]2[NH:10][C:11](=[O:13])[O:12][C:8]=2[CH:7]=1)=[O:4].[CH2:16]([CH:23]1[CH2:28][CH2:27][NH:26][CH2:25][CH2:24]1)[C:17]1[CH:22]=[CH:21][CH:20]=[CH:19][CH:18]=1, predict the reaction product. The product is: [CH2:16]([CH:23]1[CH2:28][CH2:27][N:26]([CH2:2][C:3]([NH:5][C:6]2[CH:15]=[CH:14][C:9]3[NH:10][C:11](=[O:13])[O:12][C:8]=3[CH:7]=2)=[O:4])[CH2:25][CH2:24]1)[C:17]1[CH:22]=[CH:21][CH:20]=[CH:19][CH:18]=1. (3) Given the reactants [CH:1]([N:4]([CH:23]([CH3:25])[CH3:24])[CH2:5][CH2:6][C@@H:7]([C:14]1[CH:19]=[C:18]([CH2:20][OH:21])[CH:17]=[CH:16][C:15]=1[OH:22])[C:8]1[CH:13]=[CH:12][CH:11]=[CH:10][CH:9]=1)([CH3:3])[CH3:2].[C:26](Cl)(=[O:30])[CH:27]([CH3:29])[CH3:28].C(N(CC)CC)C.O, predict the reaction product. The product is: [CH3:28][CH:27]([C:26]([O:22][C:15]1[CH:16]=[CH:17][C:18]([CH2:20][OH:21])=[CH:19][C:14]=1[C@@H:7]([C:8]1[CH:13]=[CH:12][CH:11]=[CH:10][CH:9]=1)[CH2:6][CH2:5][N:4]([CH:1]([CH3:3])[CH3:2])[CH:23]([CH3:25])[CH3:24])=[O:30])[CH3:29]. (4) Given the reactants [Br:1]N1C(=O)CCC1=O.CSC.[F:12][C:13]1[CH:20]=[C:19]([CH2:21]O)[CH:18]=[CH:17][C:14]=1[C:15]#[N:16], predict the reaction product. The product is: [Br:1][CH2:21][C:19]1[CH:18]=[CH:17][C:14]([C:15]#[N:16])=[C:13]([F:12])[CH:20]=1. (5) The product is: [CH:12]1[C:8]2[CH2:9][CH2:10][C:11]3[CH:1]=[CH:2][CH:3]=[CH:4][C:5]=3[C:6](=[CH:16][C:17]3[N:22]=[C:21]([NH:23][S:32]([CH3:31])(=[O:34])=[O:33])[CH:20]=[N:19][CH:18]=3)[C:7]=2[CH:15]=[CH:14][CH:13]=1. Given the reactants [CH:1]1[C:11]2[CH2:10][CH2:9][C:8]3[CH:12]=[CH:13][CH:14]=[CH:15][C:7]=3[C:6](=[CH:16][C:17]3[N:22]=[C:21]([NH2:23])[CH:20]=[N:19][CH:18]=3)[C:5]=2[CH:4]=[CH:3][CH:2]=1.C(N(CC)CC)C.[CH3:31][S:32](Cl)(=[O:34])=[O:33].Cl, predict the reaction product.